This data is from Reaction yield outcomes from USPTO patents with 853,638 reactions. The task is: Predict the reaction yield, written as a fraction of the theoretical maximum amount of product (1.0 means a 100% yield; for example, 0.34 means a 34% yield). (1) The reactants are [CH3:1][O:2][C:3](=O)[CH2:4][NH:5][C:6](=O)[C:7]([O:9][CH2:10][CH3:11])=[O:8].P12(SP3(SP(SP(S3)(S1)=S)(=S)S2)=S)=[S:15].C(Cl)Cl. The catalyst is C(Cl)(Cl)Cl. The product is [CH3:1][O:2][C:3]1[S:15][C:6]([C:7]([O:9][CH2:10][CH3:11])=[O:8])=[N:5][CH:4]=1. The yield is 0.0700. (2) The reactants are [O:1]=[C:2]1[C:5]2([CH2:9][CH2:8][CH2:7][N:6]2[C:10]([O:12][CH2:13][C:14]2[CH:19]=[CH:18][CH:17]=[CH:16][CH:15]=2)=[O:11])[CH2:4][NH:3]1.C([O-])([O-])=O.[Cs+].[Cs+].Br[CH2:27][C:28]([O:30][CH2:31][CH3:32])=[O:29]. The catalyst is C(#N)C. The product is [CH2:31]([O:30][C:28](=[O:29])[CH2:27][N:3]1[CH2:4][C:5]2([CH2:9][CH2:8][CH2:7][N:6]2[C:10]([O:12][CH2:13][C:14]2[CH:19]=[CH:18][CH:17]=[CH:16][CH:15]=2)=[O:11])[C:2]1=[O:1])[CH3:32]. The yield is 0.560.